Dataset: Reaction yield outcomes from USPTO patents with 853,638 reactions. Task: Predict the reaction yield, written as a fraction of the theoretical maximum amount of product (1.0 means a 100% yield; for example, 0.34 means a 34% yield). (1) The reactants are [OH-].[Na+].[CH3:3][N:4]([CH3:21])[C:5]([C:7]1[CH:8]=[C:9]2[C:13](=[CH:14][C:15]=1[O:16][CH3:17])[CH2:12][C:11](=[N:18]O)[C:10]2=[O:20])=[O:6].C1(C)C=CC(S(Cl)(=O)=[O:29])=CC=1. The catalyst is O. The product is [C:11]([CH2:12][C:13]1[C:9]([C:10]([OH:20])=[O:29])=[CH:8][C:7]([C:5]([N:4]([CH3:3])[CH3:21])=[O:6])=[C:15]([O:16][CH3:17])[CH:14]=1)#[N:18]. The yield is 0.893. (2) The reactants are [C:1]([C:3]1([C:6]2[CH:7]=[C:8]([CH:12]=[CH:13][CH:14]=2)[C:9](Cl)=[O:10])[CH2:5][CH2:4]1)#[N:2].[NH2:15][C:16]1[CH:17]=[CH:18][C:19]([CH3:38])=[C:20]([CH:37]=1)[O:21][C:22]1[CH:23]=[CH:24][C:25]2[N:26]([N:28]=[C:29]([NH:31][C:32]([CH:34]3[CH2:36][CH2:35]3)=[O:33])[N:30]=2)[CH:27]=1. The catalyst is CN1CCCC1=O.C(OCC)(=O)C. The product is [C:1]([C:3]1([C:6]2[CH:7]=[C:8]([CH:12]=[CH:13][CH:14]=2)[C:9]([NH:15][C:16]2[CH:17]=[CH:18][C:19]([CH3:38])=[C:20]([O:21][C:22]3[CH:23]=[CH:24][C:25]4[N:26]([N:28]=[C:29]([NH:31][C:32]([CH:34]5[CH2:36][CH2:35]5)=[O:33])[N:30]=4)[CH:27]=3)[CH:37]=2)=[O:10])[CH2:5][CH2:4]1)#[N:2]. The yield is 0.840. (3) The catalyst is O1CCCC1. The yield is 0.980. The reactants are [F:1][C:2]1[CH:7]=[CH:6][C:5]([OH:8])=[CH:4][CH:3]=1.[C:9]([O:14][CH2:15][CH3:16])(=[O:13])[C@H:10]([CH3:12])O.C1(P(C2C=CC=CC=2)C2C=CC=CC=2)C=CC=CC=1.CC(OC(/N=N/C(OC(C)C)=O)=O)C. The product is [CH2:15]([O:14][C:9](=[O:13])[C@H:10]([O:8][C:5]1[CH:6]=[CH:7][C:2]([F:1])=[CH:3][CH:4]=1)[CH3:12])[CH3:16].